From a dataset of Merck oncology drug combination screen with 23,052 pairs across 39 cell lines. Regression. Given two drug SMILES strings and cell line genomic features, predict the synergy score measuring deviation from expected non-interaction effect. (1) Drug 1: O=C(O)C1(Cc2cccc(Nc3nccs3)n2)CCC(Oc2cccc(Cl)c2F)CC1. Drug 2: Cn1c(=O)n(-c2ccc(C(C)(C)C#N)cc2)c2c3cc(-c4cnc5ccccc5c4)ccc3ncc21. Cell line: HCT116. Synergy scores: synergy=29.7. (2) Drug 1: CC1(c2nc3c(C(N)=O)cccc3[nH]2)CCCN1. Drug 2: CCC1(O)C(=O)OCc2c1cc1n(c2=O)Cc2cc3c(CN(C)C)c(O)ccc3nc2-1. Cell line: SKMES1. Synergy scores: synergy=-17.7. (3) Drug 1: NC1(c2ccc(-c3nc4ccn5c(=O)[nH]nc5c4cc3-c3ccccc3)cc2)CCC1. Drug 2: CCc1c2c(nc3ccc(O)cc13)-c1cc3c(c(=O)n1C2)COC(=O)C3(O)CC. Cell line: A427. Synergy scores: synergy=12.9.